From a dataset of Reaction yield outcomes from USPTO patents with 853,638 reactions. Predict the reaction yield, written as a fraction of the theoretical maximum amount of product (1.0 means a 100% yield; for example, 0.34 means a 34% yield). (1) The reactants are Cl[C:2]1[C:11]2[C:6](=[CH:7][C:8]([O:14][CH2:15][CH2:16][CH2:17][N:18]3[CH2:22][CH2:21][CH2:20][CH2:19]3)=[C:9]([O:12][CH3:13])[CH:10]=2)[N:5]=[CH:4][N:3]=1.[OH:23][C:24]1[CH:33]=[C:32]2[C:27]([CH:28]=[CH:29][C:30]([CH3:34])=[N:31]2)=[CH:26][CH:25]=1.C(=O)([O-])[O-].[K+].[K+]. The catalyst is CN(C=O)C. The product is [CH3:13][O:12][C:9]1[CH:10]=[C:11]2[C:6](=[CH:7][C:8]=1[O:14][CH2:15][CH2:16][CH2:17][N:18]1[CH2:22][CH2:21][CH2:20][CH2:19]1)[N:5]=[CH:4][N:3]=[C:2]2[O:23][C:24]1[CH:33]=[C:32]2[C:27]([CH:28]=[CH:29][C:30]([CH3:34])=[N:31]2)=[CH:26][CH:25]=1. The yield is 0.690. (2) The reactants are C(=O)([O-])[O-].[K+].[K+].[F:7][C:8]1[CH:13]=[C:12](F)[CH:11]=[CH:10][C:9]=1[N+:15]([O-:17])=[O:16].[OH:18][C:19]1[CH:23]=[C:22]([CH3:24])[NH:21][N:20]=1.Cl. The catalyst is CS(C)=O. The product is [F:7][C:8]1[CH:13]=[C:12]([O:18][C:19]2[CH:23]=[C:22]([CH3:24])[NH:21][N:20]=2)[CH:11]=[CH:10][C:9]=1[N+:15]([O-:17])=[O:16]. The yield is 0.128. (3) The reactants are [CH2:1]([C@H:8]1[CH2:12][O:11][C:10](=[O:13])[N:9]1[C:14](=[O:29])[CH:15]=[C:16]([C:21]1[CH:26]=[C:25]([F:27])[CH:24]=[C:23]([F:28])[CH:22]=1)[C:17]([F:20])([F:19])[F:18])[C:2]1[CH:7]=[CH:6][CH:5]=[CH:4][CH:3]=1. The catalyst is CCOC(C)=O.[Pd]. The product is [CH2:1]([C@H:8]1[CH2:12][O:11][C:10](=[O:13])[N:9]1[C:14](=[O:29])[CH2:15][CH:16]([C:21]1[CH:26]=[C:25]([F:27])[CH:24]=[C:23]([F:28])[CH:22]=1)[C:17]([F:19])([F:20])[F:18])[C:2]1[CH:7]=[CH:6][CH:5]=[CH:4][CH:3]=1. The yield is 0.960.